This data is from Full USPTO retrosynthesis dataset with 1.9M reactions from patents (1976-2016). The task is: Predict the reactants needed to synthesize the given product. (1) The reactants are: [OH:1][NH:2][C:3](=O)[CH3:4].CC(C)([O-])C.[K+].[NH2:12][C@@H:13]([CH2:30][C:31]1[CH:36]=[CH:35][C:34]([C:37]([F:40])([F:39])[F:38])=[CH:33][CH:32]=1)[CH2:14][NH:15][C:16]1[S:17][C:18]([C:21]2[CH:22]=C[C:24](F)=[C:25]([CH:28]=2)C#N)=[CH:19][N:20]=1.C[N:42](C=O)C. Given the product [NH2:12][C@@H:13]([CH2:30][C:31]1[CH:36]=[CH:35][C:34]([C:37]([F:39])([F:40])[F:38])=[CH:33][CH:32]=1)[CH2:14][NH:15][C:16]1[S:17][C:18]([C:21]2[CH:28]=[CH:25][C:24]3[O:1][N:2]=[C:3]([NH2:42])[C:4]=3[CH:22]=2)=[CH:19][N:20]=1, predict the reactants needed to synthesize it. (2) The reactants are: [CH3:1][C:2]([O:5][C:6]([N:8]1[C@H:12]([C:13]([OH:15])=O)[CH2:11][C@@H:10]([NH:16][C:17]([O:19][CH2:20][CH:21]2[C:33]3[C:28](=[CH:29][CH:30]=[CH:31][CH:32]=3)[C:27]3[C:22]2=[CH:23][CH:24]=[CH:25][CH:26]=3)=[O:18])[CH2:9]1)=[O:7])([CH3:4])[CH3:3].C1(P(Cl)(C2C=CC=CC=2)=O)C=CC=CC=1.CCN(CC)CC.[F:56][C:57]1[CH:58]=[C:59]([Mg]Br)[CH:60]=[CH:61][CH:62]=1.P([O-])([O-])([O-])=O.Cl. Given the product [CH:27]1[C:22]2[CH:21]([CH2:20][O:19][C:17]([NH:16][C@H:10]3[CH2:9][N:8]([C:6]([O:5][C:2]([CH3:1])([CH3:3])[CH3:4])=[O:7])[C@H:12]([C:13](=[O:15])[C:61]4[CH:60]=[CH:59][CH:58]=[C:57]([F:56])[CH:62]=4)[CH2:11]3)=[O:18])[C:33]3[C:28](=[CH:29][CH:30]=[CH:31][CH:32]=3)[C:23]=2[CH:24]=[CH:25][CH:26]=1, predict the reactants needed to synthesize it. (3) The reactants are: [O:1]=[C:2]1[CH2:7][CH2:6][CH2:5][CH:4]([C:8]([OH:10])=O)[CH2:3]1.C(N(CC)CC)C.C(Cl)(=O)C(C)(C)C.[Li+].[Cl-].[CH3:27][C@@H:28]1[C@H:32]([C:33]2[CH:38]=[CH:37][CH:36]=[CH:35][CH:34]=2)[O:31][C:30](=[O:39])[NH:29]1. Given the product [CH3:27][C@@H:28]1[C@H:32]([C:33]2[CH:38]=[CH:37][CH:36]=[CH:35][CH:34]=2)[O:31][C:30](=[O:39])[N:29]1[C:8]([CH:4]1[CH2:5][CH2:6][CH2:7][C:2](=[O:1])[CH2:3]1)=[O:10], predict the reactants needed to synthesize it. (4) Given the product [Cl:1][C:2]1[CH:14]=[C:13]([NH:15][C:16]2[C:25]3[C:20](=[CH:21][CH:22]=[CH:23][C:24]=3[O:26][CH:27]3[CH2:32][CH2:31][N:30]([CH3:33])[CH2:29][CH2:28]3)[N:19]=[CH:18][N:17]=2)[CH:12]=[CH:11][C:3]=1[O:4][CH2:5][C:6]([NH:35][NH2:36])=[O:8], predict the reactants needed to synthesize it. The reactants are: [Cl:1][C:2]1[CH:14]=[C:13]([NH:15][C:16]2[C:25]3[C:20](=[CH:21][CH:22]=[CH:23][C:24]=3[O:26][CH:27]3[CH2:32][CH2:31][N:30]([CH3:33])[CH2:29][CH2:28]3)[N:19]=[CH:18][N:17]=2)[CH:12]=[CH:11][C:3]=1[O:4][CH2:5][C:6]([O:8]CC)=O.O.[NH2:35][NH2:36]. (5) The reactants are: [CH3:1][N:2]([CH3:13])[C:3]1[CH:12]=[CH:11][CH:10]=[CH:9][C:4]=1[C:5]([O:7][CH3:8])=[O:6].FC(F)(F)S(O[C:20]1[CH:25]=[CH:24]C=[CH:22][C:21]=1[Si](C)(C)C)(=O)=O.[F-].[K+].C1OCCOCCOCCOCCOCCOC1. Given the product [CH3:13][N:2]([C:1]1[CH:24]=[CH:25][CH:20]=[CH:21][CH:22]=1)[C:3]1[CH:12]=[CH:11][CH:10]=[CH:9][C:4]=1[C:5]([O:7][CH3:8])=[O:6], predict the reactants needed to synthesize it. (6) Given the product [Cl:1][C:2]1[C:28]([CH3:29])=[CH:27][C:5]2[N:6]=[C:7]3[C:12]([N:13]([CH2:14][CH2:15][CH2:16][CH2:17][CH2:18][CH2:19][C:20]([OH:22])=[O:21])[C:4]=2[CH:3]=1)=[N:11][C:10](=[O:25])[NH:9][C:8]3=[O:26], predict the reactants needed to synthesize it. The reactants are: [Cl:1][C:2]1[C:28]([CH3:29])=[CH:27][C:5]2[N:6]=[C:7]3[C:12]([N:13]([CH2:14][CH2:15][CH2:16][CH2:17][CH2:18][CH2:19][C:20]([O:22]CC)=[O:21])[C:4]=2[CH:3]=1)=[N:11][C:10](=[O:25])[NH:9][C:8]3=[O:26].C1COCC1.[Li+].[OH-].C(O)(=O)C. (7) Given the product [Cl:7][C:8]1[C:9]([C:6]#[C:5][Si:2]([CH3:4])([CH3:3])[CH3:1])=[CH:10][C:11]([OH:18])=[C:12]([CH:17]=1)[C:13]([O:15][CH3:16])=[O:14], predict the reactants needed to synthesize it. The reactants are: [CH3:1][Si:2]([C:5]#[CH:6])([CH3:4])[CH3:3].[Cl:7][C:8]1[C:9](I)=[CH:10][C:11]([OH:18])=[C:12]([CH:17]=1)[C:13]([O:15][CH3:16])=[O:14].